Dataset: Forward reaction prediction with 1.9M reactions from USPTO patents (1976-2016). Task: Predict the product of the given reaction. (1) Given the reactants N(C(OC(C)C)=O)=NC(OC(C)C)=O.[OH:15][CH2:16][C:17]1[CH:22]=[CH:21][C:20]([CH:23]2[CH2:28][CH2:27][N:26]([C:29]([O:31][CH2:32][C:33]3[CH:38]=[CH:37][CH:36]=[CH:35][CH:34]=3)=[O:30])[CH2:25][CH:24]2[O:39][CH2:40][C:41]2[CH:42]=[CH:43][C:44]3[O:49][CH2:48][CH2:47][N:46]([CH2:50][CH2:51][CH2:52][O:53][CH3:54])[C:45]=3[CH:55]=2)=[CH:19][CH:18]=1.[CH2:56]([O:58][C:59](=[O:68])[CH2:60][C:61]1[CH:66]=[CH:65][CH:64]=[C:63](O)[CH:62]=1)[CH3:57].C1(P(C2C=CC=CC=2)C2C=CC=CC=2)C=CC=CC=1, predict the reaction product. The product is: [CH2:56]([O:58][C:59]([CH2:60][C:61]1[CH:62]=[C:63]([CH:64]=[CH:65][CH:66]=1)[O:15][CH2:16][C:17]1[CH:18]=[CH:19][C:20]([CH:23]2[CH2:28][CH2:27][N:26]([C:29]([O:31][CH2:32][C:33]3[CH:34]=[CH:35][CH:36]=[CH:37][CH:38]=3)=[O:30])[CH2:25][CH:24]2[O:39][CH2:40][C:41]2[CH:42]=[CH:43][C:44]3[O:49][CH2:48][CH2:47][N:46]([CH2:50][CH2:51][CH2:52][O:53][CH3:54])[C:45]=3[CH:55]=2)=[CH:21][CH:22]=1)=[O:68])[CH3:57]. (2) The product is: [CH3:17][C:18]1[CH:23]=[C:22]([NH2:24])[N:21]=[C:20]2[NH:25][C:13]([C:12]3[CH:15]=[CH:16][C:9]([CH2:8][O:1][C:2]4[CH:7]=[CH:6][CH:5]=[CH:4][CH:3]=4)=[CH:10][CH:11]=3)=[N:26][C:19]=12. Given the reactants [O:1]([CH2:8][C:9]1[CH:16]=[CH:15][C:12]([CH:13]=O)=[CH:11][CH:10]=1)[C:2]1[CH:7]=[CH:6][CH:5]=[CH:4][CH:3]=1.[CH3:17][C:18]1[CH:23]=[C:22]([NH2:24])[N:21]=[C:20]([NH2:25])[C:19]=1[N+:26]([O-])=O.[O-]S(S([O-])=O)=O.[Na+].[Na+].N, predict the reaction product.